From a dataset of Forward reaction prediction with 1.9M reactions from USPTO patents (1976-2016). Predict the product of the given reaction. (1) The product is: [F:12][C:13]1[CH:20]=[CH:19][C:16]([C:17]2[NH:6][C:4](=[O:5])[C:3]3[C:2](=[CH:10][CH:9]=[C:8]([CH3:11])[CH:7]=3)[N:1]=2)=[CH:15][CH:14]=1. Given the reactants [NH2:1][C:2]1[CH:10]=[CH:9][C:8]([CH3:11])=[CH:7][C:3]=1[C:4]([NH2:6])=[O:5].[F:12][C:13]1[CH:20]=[CH:19][C:16]([CH:17]=O)=[CH:15][CH:14]=1.II.C(=O)([O-])[O-].[K+].[K+], predict the reaction product. (2) Given the reactants [CH3:1][O:2][CH:3]([O:15][CH3:16])[CH:4]([C:6]1[C:11]([CH3:12])=[CH:10][C:9]([OH:13])=[C:8]([CH3:14])[CH:7]=1)[OH:5].C([O-])([O-])=O.[K+].[K+].Br[CH2:24][C:25]([O:27][CH2:28][CH3:29])=[O:26].N[C@H](C(O)=O)CC1C=C2C(C=CC=C2)=CC=1.C(N(CC)CC)C, predict the reaction product. The product is: [CH3:1][O:2][CH:3]([O:15][CH3:16])[CH:4]([C:6]1[C:11]([CH3:12])=[CH:10][C:9]([O:13][CH2:24][C:25]([O:27][CH2:28][CH3:29])=[O:26])=[C:8]([CH3:14])[CH:7]=1)[OH:5]. (3) Given the reactants NC1SC(C2C(F)=CC=CC=2F)=NC=1C(NC1C=NN(C)C=1N1CCC[C@H](NCCO)CC1)=O.[OH:35][CH2:36][CH2:37][N:38]([CH2:76][CH2:77][OH:78])[C@@H:39]1[CH2:45][CH2:44][CH2:43][N:42]([C:46]2[N:50]([CH3:51])[N:49]=[CH:48][C:47]=2[NH:52][C:53]([C:55]2[N:56]=[C:57]([C:68]3[C:73]([F:74])=[CH:72][CH:71]=[CH:70][C:69]=3[F:75])[S:58][C:59]=2[NH:60]C(=O)OC(C)(C)C)=[O:54])[CH2:41][CH2:40]1, predict the reaction product. The product is: [NH2:60][C:59]1[S:58][C:57]([C:68]2[C:69]([F:75])=[CH:70][CH:71]=[CH:72][C:73]=2[F:74])=[N:56][C:55]=1[C:53]([NH:52][C:47]1[CH:48]=[N:49][N:50]([CH3:51])[C:46]=1[N:42]1[CH2:43][CH2:44][CH2:45][C@H:39]([N:38]([CH2:37][CH2:36][OH:35])[CH2:76][CH2:77][OH:78])[CH2:40][CH2:41]1)=[O:54]. (4) Given the reactants [CH:1]1([C:4]2[CH:5]=[CH:6][C:7]([C:19](O)=[O:20])=[N:8][C:9]=2[NH:10][C:11]2[CH:16]=[CH:15][C:14]([Cl:17])=[CH:13][C:12]=2[Cl:18])[CH2:3][CH2:2]1.[CH3:22][O:23][C:24](=[O:29])[C:25]([CH3:28])([CH3:27])[NH2:26], predict the reaction product. The product is: [CH:1]1([C:4]2[CH:5]=[CH:6][C:7]([C:19]([NH:26][C:25]([CH3:28])([CH3:27])[C:24]([O:23][CH3:22])=[O:29])=[O:20])=[N:8][C:9]=2[NH:10][C:11]2[CH:16]=[CH:15][C:14]([Cl:17])=[CH:13][C:12]=2[Cl:18])[CH2:3][CH2:2]1. (5) Given the reactants C(=O)([O-])[O-].[K+].[K+].Cl[C:8]1[CH:13]=[C:12]([O:14][CH3:15])[C:11]([N+:16]([O-:18])=[O:17])=[CH:10][C:9]=1[O:19][CH3:20].[N:21]1([C:27](=[O:29])[CH3:28])[CH2:26][CH2:25][NH:24][CH2:23][CH2:22]1, predict the reaction product. The product is: [CH3:20][O:19][C:9]1[CH:10]=[C:11]([N+:16]([O-:18])=[O:17])[C:12]([O:14][CH3:15])=[CH:13][C:8]=1[N:24]1[CH2:25][CH2:26][N:21]([C:27](=[O:29])[CH3:28])[CH2:22][CH2:23]1. (6) Given the reactants I[C:2]1[CH:3]=[C:4]([O:21][C:22]([F:25])([F:24])[F:23])[CH:5]=[C:6]2[C:11]=1[O:10][CH:9]([C:12]([F:15])([F:14])[F:13])[C:8]([C:16]([O:18][CH2:19][CH3:20])=[O:17])=[CH:7]2.[N:26]1[CH:31]=[CH:30][C:29]([C:32]#[CH:33])=[CH:28][CH:27]=1, predict the reaction product. The product is: [N:26]1[CH:31]=[CH:30][C:29]([C:32]#[C:33][C:2]2[CH:3]=[C:4]([O:21][C:22]([F:24])([F:23])[F:25])[CH:5]=[C:6]3[C:11]=2[O:10][CH:9]([C:12]([F:14])([F:15])[F:13])[C:8]([C:16]([O:18][CH2:19][CH3:20])=[O:17])=[CH:7]3)=[CH:28][CH:27]=1. (7) Given the reactants [CH3:1][NH:2][C@H:3]([CH3:33])[CH2:4][O:5][C:6]1[CH:15]=[CH:14][CH:13]=[C:12]2[C:7]=1[C:8]([NH:16][C:17]1[CH:18]=[C:19]3[C:23](=[CH:24][CH:25]=1)[N:22]([CH2:26][C:27]1[CH:32]=[CH:31][CH:30]=[CH:29][N:28]=1)[CH:21]=[CH:20]3)=[N:9][CH:10]=[N:11]2.[C:34]([OH:38])(=O)[CH2:35][OH:36].C(N(C(C)C)CC)(C)C.CN(C(ON1N=NC2C=CC=NC1=2)=[N+](C)C)C.F[P-](F)(F)(F)(F)F, predict the reaction product. The product is: [OH:36][CH2:35][C:34]([N:2]([CH3:1])[C@H:3]([CH3:33])[CH2:4][O:5][C:6]1[CH:15]=[CH:14][CH:13]=[C:12]2[C:7]=1[C:8]([NH:16][C:17]1[CH:18]=[C:19]3[C:23](=[CH:24][CH:25]=1)[N:22]([CH2:26][C:27]1[CH:32]=[CH:31][CH:30]=[CH:29][N:28]=1)[CH:21]=[CH:20]3)=[N:9][CH:10]=[N:11]2)=[O:38]. (8) Given the reactants [Br:1][C:2]1[C:7]([F:8])=[CH:6][C:5]([N:9]2[C:18]3[C:13](=[CH:14][C:15]([S:19]([O:22][C:23]4[C:28]([F:29])=[C:27]([F:30])[C:26]([F:31])=[C:25]([F:32])[C:24]=4[F:33])(=[O:21])=[O:20])=[CH:16][CH:17]=3)[CH:12]=[CH:11][C:10]2=[O:34])=[C:4]([O:35]C)[CH:3]=1.B(Br)(Br)Br, predict the reaction product. The product is: [Br:1][C:2]1[C:7]([F:8])=[CH:6][C:5]([N:9]2[C:18]3[C:13](=[CH:14][C:15]([S:19]([O:22][C:23]4[C:24]([F:33])=[C:25]([F:32])[C:26]([F:31])=[C:27]([F:30])[C:28]=4[F:29])(=[O:20])=[O:21])=[CH:16][CH:17]=3)[CH:12]=[CH:11][C:10]2=[O:34])=[C:4]([OH:35])[CH:3]=1.